From a dataset of NCI-60 drug combinations with 297,098 pairs across 59 cell lines. Regression. Given two drug SMILES strings and cell line genomic features, predict the synergy score measuring deviation from expected non-interaction effect. Drug 1: CC1C(C(CC(O1)OC2CC(CC3=C2C(=C4C(=C3O)C(=O)C5=C(C4=O)C(=CC=C5)OC)O)(C(=O)CO)O)N)O.Cl. Drug 2: C(CC(=O)O)C(=O)CN.Cl. Cell line: A498. Synergy scores: CSS=5.06, Synergy_ZIP=1.49, Synergy_Bliss=-1.97, Synergy_Loewe=-4.95, Synergy_HSA=-0.945.